From a dataset of Reaction yield outcomes from USPTO patents with 853,638 reactions. Predict the reaction yield, written as a fraction of the theoretical maximum amount of product (1.0 means a 100% yield; for example, 0.34 means a 34% yield). (1) The reactants are F[C:2]1[CH:9]=[CH:8][C:5]([C:6]#[N:7])=[CH:4][C:3]=1[CH:10]=[O:11].[Br:12][C:13]1[CH:18]=[CH:17][C:16]([OH:19])=[CH:15][C:14]=1[CH2:20][OH:21].C(=O)([O-])[O-].[K+].[K+].C(OCC)(=O)C.O. The catalyst is CN(C)C=O. The product is [Br:12][C:13]1[CH:18]=[CH:17][C:16]([O:19][C:2]2[CH:9]=[CH:8][C:5]([C:6]#[N:7])=[CH:4][C:3]=2[CH:10]=[O:11])=[CH:15][C:14]=1[CH2:20][OH:21]. The yield is 0.820. (2) The reactants are Cl[S:2]([C:5]1[CH:6]=[C:7]2[C:11](=[CH:12][CH:13]=1)[NH:10][C:9](=[O:14])[CH2:8]2)(=[O:4])=[O:3].[OH-].[NH4+:16]. The catalyst is C(O)C. The product is [NH2:16][S:2]([C:5]1[CH:6]=[C:7]2[C:11](=[CH:12][CH:13]=1)[NH:10][C:9](=[O:14])[CH2:8]2)(=[O:4])=[O:3]. The yield is 0.200. (3) The reactants are Br[C:2]1[N:3]([S:16]([C:19]2[CH:20]=[N:21][CH:22]=[CH:23][CH:24]=2)(=[O:18])=[O:17])[C:4]([C:9]2[CH:14]=[CH:13][CH:12]=[CH:11][C:10]=2[F:15])=[CH:5][C:6]=1[CH:7]=[O:8].[Cu][C:26]#[N:27]. The catalyst is O1CCOCC1.C(OCC)(=O)C.C1C=CC(/C=C/C(/C=C/C2C=CC=CC=2)=O)=CC=1.C1C=CC(/C=C/C(/C=C/C2C=CC=CC=2)=O)=CC=1.C1C=CC(/C=C/C(/C=C/C2C=CC=CC=2)=O)=CC=1.[Pd].[Pd].C1(P(C2C=CC=CC=2)[C-]2C=CC=C2)C=CC=CC=1.[C-]1(P(C2C=CC=CC=2)C2C=CC=CC=2)C=CC=C1.[Fe+2]. The product is [F:15][C:10]1[CH:11]=[CH:12][CH:13]=[CH:14][C:9]=1[C:4]1[N:3]([S:16]([C:19]2[CH:20]=[N:21][CH:22]=[CH:23][CH:24]=2)(=[O:18])=[O:17])[C:2]([C:26]#[N:27])=[C:6]([CH:7]=[O:8])[CH:5]=1. The yield is 0.570. (4) The reactants are [F:1][CH2:2][C:3]([C:7]1[O:11][N:10]=[C:9]([NH:12][C:13](=[O:21])OC2C=CC=CC=2)[CH:8]=1)([CH3:6])[CH2:4][F:5].[CH3:22][O:23][C:24]1[CH:25]=[C:26]2[C:31](=[CH:32][C:33]=1[O:34][CH3:35])[N:30]=[CH:29][N:28]=[C:27]2[O:36][C:37]1[C:38]([F:44])=[C:39]([CH:41]=[CH:42][CH:43]=1)[NH2:40]. The catalyst is C1COCC1. The product is [F:5][CH2:4][C:3]([C:7]1[O:11][N:10]=[C:9]([NH:12][C:13]([NH:40][C:39]2[CH:41]=[CH:42][CH:43]=[C:37]([O:36][C:27]3[C:26]4[C:31](=[CH:32][C:33]([O:34][CH3:35])=[C:24]([O:23][CH3:22])[CH:25]=4)[N:30]=[CH:29][N:28]=3)[C:38]=2[F:44])=[O:21])[CH:8]=1)([CH3:6])[CH2:2][F:1]. The yield is 0.420. (5) The reactants are [F:1][CH:2]([F:25])[CH2:3][O:4][C:5]1[CH:6]=[C:7]([C:14]([F:24])([F:23])[C:15]2[CH:16]=[C:17]([CH:20]=[CH:21][CH:22]=2)[C:18]#[N:19])[CH:8]=[C:9]([N+:11]([O-])=O)[CH:10]=1.[NH4+].[Cl-]. The catalyst is C1COCC1.CO.O.[Zn]. The product is [NH2:11][C:9]1[CH:8]=[C:7]([C:14]([F:23])([F:24])[C:15]2[CH:16]=[C:17]([CH:20]=[CH:21][CH:22]=2)[C:18]#[N:19])[CH:6]=[C:5]([O:4][CH2:3][CH:2]([F:1])[F:25])[CH:10]=1. The yield is 0.730. (6) The yield is 0.890. The reactants are [CH3:1][O:2][CH2:3][CH2:4][NH:5][CH2:6][CH2:7][O:8][CH3:9].[CH2:10]1[O:18][C:17]2[C:12](=[C:13]([S:19]([NH:22]C(OC(C)(C)C)=O)(=[O:21])=[O:20])[CH:14]=[CH:15][CH:16]=2)[O:11]1.FC(F)(F)C(O)=O.C(N(C(C)C)CC)(C)C. The catalyst is C(Cl)Cl. The product is [CH3:1][O:2][CH2:3][CH2:4][NH:5][CH2:6][CH2:7][O:8][CH3:9].[CH2:10]1[O:18][C:17]2[C:12](=[C:13]([S:19]([NH2:22])(=[O:20])=[O:21])[CH:14]=[CH:15][CH:16]=2)[O:11]1. (7) The yield is 0.720. The product is [C:1]([C:3]1[CH:8]=[CH:7][C:6]([N:9]2[C:16](=[O:17])[C:12]3([CH2:15][CH2:14][CH2:13]3)[N:11]([C:18]3[CH:23]=[CH:22][C:21]([CH2:24][CH2:25][CH2:26][C:27](=[NH:36])[NH:29][CH3:30])=[CH:20][CH:19]=3)[C:10]2=[S:31])=[CH:5][C:4]=1[C:32]([F:34])([F:35])[F:33])#[N:2]. The reactants are [C:1]([C:3]1[CH:8]=[CH:7][C:6]([N:9]2[C:16](=[O:17])[C:12]3([CH2:15][CH2:14][CH2:13]3)[N:11]([C:18]3[CH:23]=[CH:22][C:21]([CH2:24][CH2:25][CH2:26][C:27]([NH:29][CH3:30])=O)=[CH:20][CH:19]=3)[C:10]2=[S:31])=[CH:5][C:4]=1[C:32]([F:35])([F:34])[F:33])#[N:2].[N:36]1C=CC=CC=1.S(OS(C(F)(F)F)(=O)=O)(C(F)(F)F)(=O)=O.N. The catalyst is ClCCl. (8) The reactants are Br[C:2]1[S:6][C:5]([C@H:7]2[N:10]([C:11]3[CH:16]=[CH:15][CH:14]=[CH:13][CH:12]=3)[C:9](=[O:17])[C@@H:8]2[CH2:18][CH2:19][C@@H:20]([C:22]2[CH:27]=[CH:26][C:25]([F:28])=[CH:24][CH:23]=2)[OH:21])=[CH:4][CH:3]=1.[OH:29][C:30]1[CH:35]=[CH:34][C:33](B(O)O)=[CH:32][CH:31]=1. No catalyst specified. The product is [F:28][C:25]1[CH:26]=[CH:27][C:22]([C@@H:20]([OH:21])[CH2:19][CH2:18][C@@H:8]2[C@@H:7]([C:5]3[S:6][C:2]([C:33]4[CH:34]=[CH:35][C:30]([OH:29])=[CH:31][CH:32]=4)=[CH:3][CH:4]=3)[N:10]([C:11]3[CH:16]=[CH:15][CH:14]=[CH:13][CH:12]=3)[C:9]2=[O:17])=[CH:23][CH:24]=1. The yield is 0.560.